From a dataset of Forward reaction prediction with 1.9M reactions from USPTO patents (1976-2016). Predict the product of the given reaction. (1) Given the reactants [CH3:1][C:2]1[C:3]([C:18]2[CH:23]=[CH:22][C:21]([C:24]([F:27])([F:26])[F:25])=[CH:20][CH:19]=2)=[C:4]([C:9]2[C:14]([F:15])=[CH:13][C:12]([F:16])=[CH:11][C:10]=2[F:17])[C:5](=O)[NH:6][N:7]=1.P(Cl)(Cl)([Cl:30])=O, predict the reaction product. The product is: [Cl:30][C:5]1[N:6]=[N:7][C:2]([CH3:1])=[C:3]([C:18]2[CH:23]=[CH:22][C:21]([C:24]([F:27])([F:26])[F:25])=[CH:20][CH:19]=2)[C:4]=1[C:9]1[C:14]([F:15])=[CH:13][C:12]([F:16])=[CH:11][C:10]=1[F:17]. (2) Given the reactants [N:1]1[C:10]2[C:5](=[C:6]([NH:11][CH2:12][C:13]([C:28]([F:31])([F:30])[F:29])([OH:27])[CH2:14][C:15]3([C:18]4[CH:23]=[C:22]([F:24])[CH:21]=[CH:20][C:19]=4[O:25]C)[CH2:17][CH2:16]3)[CH:7]=[CH:8][CH:9]=2)[CH:4]=[CH:3][CH:2]=1.B(Br)(Br)Br, predict the reaction product. The product is: [N:1]1[C:10]2[C:5](=[C:6]([NH:11][CH2:12][C:13]([C:28]([F:31])([F:29])[F:30])([OH:27])[CH2:14][C:15]3([C:18]4[CH:23]=[C:22]([F:24])[CH:21]=[CH:20][C:19]=4[OH:25])[CH2:17][CH2:16]3)[CH:7]=[CH:8][CH:9]=2)[CH:4]=[CH:3][CH:2]=1. (3) Given the reactants [C:1]([O:5][C:6](=[O:28])[CH2:7]/[C:8](=[CH:12]\[CH2:13][CH2:14][C:15]1[CH:20]=[CH:19][C:18]([C:21]2[CH:26]=[CH:25][CH:24]=[CH:23][CH:22]=2)=[C:17]([CH3:27])[CH:16]=1)/[C:9]([OH:11])=[O:10])([CH3:4])([CH3:3])[CH3:2], predict the reaction product. The product is: [C:1]([O:5][C:6](=[O:28])[CH2:7][C@@H:8]([CH2:12][CH2:13][CH2:14][C:15]1[CH:20]=[CH:19][C:18]([C:21]2[CH:22]=[CH:23][CH:24]=[CH:25][CH:26]=2)=[C:17]([CH3:27])[CH:16]=1)[C:9]([OH:11])=[O:10])([CH3:3])([CH3:4])[CH3:2]. (4) Given the reactants [CH3:1][O:2][C:3]1[CH:4]=[CH:5][C:6]2[C:7](=O)[C:8]3[C:13]([C:14]=2[CH:15]=1)=[CH:12][CH:11]=[CH:10][N:9]=3.Cl, predict the reaction product. The product is: [CH3:1][O:2][C:3]1[CH:4]=[CH:5][C:6]2[CH2:7][C@H:8]3[C@@H:13]([C:14]=2[CH:15]=1)[CH2:12][CH2:11][CH2:10][NH:9]3.